This data is from Reaction yield outcomes from USPTO patents with 853,638 reactions. The task is: Predict the reaction yield, written as a fraction of the theoretical maximum amount of product (1.0 means a 100% yield; for example, 0.34 means a 34% yield). (1) The reactants are [O:1]1[C:5]2[CH:6]=[CH:7][C:8]([CH2:10][C:11]#N)=[CH:9][C:4]=2[O:3][CH2:2]1.Br[CH2:14][CH2:15]Cl.[OH-:17].[Na+].[OH2:19]. The catalyst is [Cl-].C([N+](CC)(CC)CC)C1C=CC=CC=1. The product is [O:1]1[C:5]2[CH:6]=[CH:7][C:8]([C:10]3([C:11]([OH:19])=[O:17])[CH2:15][CH2:14]3)=[CH:9][C:4]=2[O:3][CH2:2]1. The yield is 0.800. (2) The reactants are [C:1](#[N:4])[CH:2]=[CH2:3].[CH2:5]([NH2:8])[CH2:6][NH2:7]. The catalyst is O. The product is [CH2:5]([N:8]([CH2:3][CH2:2][C:1]#[N:4])[CH2:3][CH2:2][C:1]#[N:4])[CH2:6][N:7]([CH2:3][CH2:2][C:1]#[N:4])[CH2:3][CH2:2][C:1]#[N:4]. The yield is 0.764. (3) The reactants are Cl.[I:2][C:3]1[CH:4]=[C:5]2[C:10](=[CH:11][CH:12]=1)[N:9]([CH:13]1[CH2:18][CH2:17][CH2:16][NH:15][CH2:14]1)[CH:8]=[C:7]([C:19]([O:21][CH2:22][CH3:23])=[O:20])[C:6]2=[O:24].[N:25]1[CH:30]=[CH:29][C:28]([CH:31]=O)=[CH:27][CH:26]=1.C([BH3-])#N.[Na+].O. The catalyst is CO. The product is [I:2][C:3]1[CH:4]=[C:5]2[C:10](=[CH:11][CH:12]=1)[N:9]([CH:13]1[CH2:18][CH2:17][CH2:16][N:15]([CH2:31][C:28]3[CH:29]=[CH:30][N:25]=[CH:26][CH:27]=3)[CH2:14]1)[CH:8]=[C:7]([C:19]([O:21][CH2:22][CH3:23])=[O:20])[C:6]2=[O:24]. The yield is 0.820.